From a dataset of Full USPTO retrosynthesis dataset with 1.9M reactions from patents (1976-2016). Predict the reactants needed to synthesize the given product. (1) Given the product [NH2:20][C@:16]1([CH:18]=[CH2:19])[CH2:15][CH2:14][N:13]([C:27]([O:29][C:30]([CH3:32])([CH3:31])[CH3:33])=[O:28])[C@@H:12]([CH3:11])[CH2:17]1, predict the reactants needed to synthesize it. The reactants are: [H-].C([Al+]CC(C)C)C(C)C.[CH3:11][C@H:12]1[CH2:17][C@@:16]([NH:20]C(=O)C(Cl)(Cl)Cl)([CH:18]=[CH2:19])[CH2:15][CH2:14][N:13]1[C:27]([O:29][C:30]([CH3:33])([CH3:32])[CH3:31])=[O:28].C(OCC)(=O)C.C(C(C(C([O-])=O)O)O)([O-])=O.[Na+].[K+]. (2) Given the product [CH2:13]([O:15][C:16](=[O:23])[CH:17]([CH:18]1[CH2:22][CH2:21][O:20][CH2:19]1)[CH3:1])[CH3:14], predict the reactants needed to synthesize it. The reactants are: [CH:1](NC(C)C)(C)C.C([Li])CCC.[CH2:13]([O:15][C:16](=[O:23])[CH2:17][CH:18]1[CH2:22][CH2:21][O:20][CH2:19]1)[CH3:14].CI.